From a dataset of Catalyst prediction with 721,799 reactions and 888 catalyst types from USPTO. Predict which catalyst facilitates the given reaction. (1) Reactant: Br[CH2:2][C:3]1[N:7]([C:8]2[CH:13]=[CH:12][C:11]([C:14]([F:17])([F:16])[F:15])=[CH:10][C:9]=2[Cl:18])[N:6]=[N:5][C:4]=1[C:19]1[CH:24]=[CH:23][C:22]([O:25][CH3:26])=[CH:21][CH:20]=1.[NH3:27]. Product: [Cl:18][C:9]1[CH:10]=[C:11]([C:14]([F:17])([F:16])[F:15])[CH:12]=[CH:13][C:8]=1[N:7]1[C:3]([CH2:2][NH2:27])=[C:4]([C:19]2[CH:24]=[CH:23][C:22]([O:25][CH3:26])=[CH:21][CH:20]=2)[N:5]=[N:6]1. The catalyst class is: 8. (2) Reactant: [F:1][C:2]1[CH:3]=[C:4]([CH:7]=[CH:8][C:9]=1[OH:10])[C:5]#[N:6].[CH:11](I)([CH3:13])[CH3:12].C(=O)([O-])[O-].[K+].[K+]. Product: [F:1][C:2]1[CH:3]=[C:4]([CH:7]=[CH:8][C:9]=1[O:10][CH:11]([CH3:13])[CH3:12])[C:5]#[N:6]. The catalyst class is: 21. (3) Reactant: C[O:2][C:3](=[O:26])/[CH:4]=[CH:5]/[C:6]1[CH:7]=[C:8]2[C:22](=[CH:23][CH:24]=1)[O:21][C:11]1([CH2:17][CH2:16][CH2:15][N:14]([C:18](=[O:20])[CH3:19])[CH2:13][CH2:12]1)[CH2:10][C:9]2=[O:25].Cl. Product: [C:18]([N:14]1[CH2:15][CH2:16][CH2:17][C:11]2([CH2:10][C:9](=[O:25])[C:8]3[C:22](=[CH:23][CH:24]=[C:6](/[CH:5]=[CH:4]/[C:3]([OH:26])=[O:2])[CH:7]=3)[O:21]2)[CH2:12][CH2:13]1)(=[O:20])[CH3:19]. The catalyst class is: 52. (4) Reactant: Br[C:2]1[C:7]([C:8]([F:11])([F:10])[F:9])=[CH:6][C:5]([NH:12][C:13]2[N:17]=[C:16]([NH2:18])[NH:15][N:14]=2)=[CH:4][C:3]=1[Cl:19].CN1C(C)(C)CC(SC2C=CC(B3OC(C)(C)C(C)(C)O3)=CC=2)CC1(C)C.[C:47]([O:51][C:52]1[CH:57]=[CH:56][C:55](B(O)O)=[CH:54][CH:53]=1)([CH3:50])([CH3:49])[CH3:48].C(=O)([O-])[O-].[K+].[K+]. Product: [C:47]([O:51][C:52]1[CH:57]=[CH:56][C:55]([C:2]2[C:3]([Cl:19])=[CH:4][C:5]([NH:12][C:13]3[N:17]=[C:16]([NH2:18])[NH:15][N:14]=3)=[CH:6][C:7]=2[C:8]([F:11])([F:10])[F:9])=[CH:54][CH:53]=1)([CH3:50])([CH3:48])[CH3:49]. The catalyst class is: 6. (5) Reactant: [C:1]1([CH2:7][O:8][C:9]2[CH:17]=[C:16]([CH2:18][N:19]3[CH2:24][CH2:23][CH2:22][CH2:21][CH2:20]3)[C:15]([C:25]([F:28])([F:27])[F:26])=[CH:14][C:10]=2[C:11](O)=[O:12])[CH:6]=[CH:5][CH:4]=[CH:3][CH:2]=1.C(N(C(C)C)CC)(C)C.[NH2:38][C:39]1[CH:40]=[N:41][CH:42]=[CH:43][CH:44]=1.ON1C2N=CC=CC=2N=N1.C(Cl)CCl. Product: [C:1]1([CH2:7][O:8][C:9]2[CH:17]=[C:16]([CH2:18][N:19]3[CH2:20][CH2:21][CH2:22][CH2:23][CH2:24]3)[C:15]([C:25]([F:28])([F:26])[F:27])=[CH:14][C:10]=2[C:11]([NH:38][C:39]2[CH:40]=[N:41][CH:42]=[CH:43][CH:44]=2)=[O:12])[CH:6]=[CH:5][CH:4]=[CH:3][CH:2]=1. The catalyst class is: 9. (6) Reactant: [F:1][C:2]1[CH:10]=[CH:9][C:5]([C:6]([OH:8])=[O:7])=[CH:4][C:3]=1[O:11][CH3:12].S(=O)(=O)(O)O.[C:18](=O)([O-])O.[Na+]. Product: [F:1][C:2]1[CH:10]=[CH:9][C:5]([C:6]([O:8][CH3:18])=[O:7])=[CH:4][C:3]=1[O:11][CH3:12]. The catalyst class is: 5.